This data is from CYP3A4 inhibition data for predicting drug metabolism from PubChem BioAssay. The task is: Regression/Classification. Given a drug SMILES string, predict its absorption, distribution, metabolism, or excretion properties. Task type varies by dataset: regression for continuous measurements (e.g., permeability, clearance, half-life) or binary classification for categorical outcomes (e.g., BBB penetration, CYP inhibition). Dataset: cyp3a4_veith. (1) The compound is COc1cccc(-c2cc(NCc3cccc(C)c3)ncn2)c1. The result is 1 (inhibitor). (2) The drug is Nc1nccc(Nc2ccc(S(N)(=O)=O)cc2)n1. The result is 0 (non-inhibitor). (3) The compound is O=C(CNC(=O)c1ccccn1)N/N=C/c1ccccc1. The result is 0 (non-inhibitor). (4) The compound is COc1ccc2c(c1)-c1c(sn(-c3ccc(OC)c(OC)c3)c1=S)C(C)(C)N2. The result is 0 (non-inhibitor). (5) The molecule is CN(C)[C@@H]1C(=O)C(C(N)=O)=C(O)[C@]2(O)C(=O)C3=C(O)c4c(O)cccc4[C@@](C)(O)[C@H]3[C@H](O)[C@@H]12.O.O. The result is 0 (non-inhibitor). (6) The drug is COc1ccc(Oc2ncc3nc(C)c(=O)n(CCC#N)c3n2)cc1. The result is 1 (inhibitor). (7) The drug is COCCn1c(=O)c(CCc2ccccc2)nc2cnc(Nc3cccc(OC)c3)nc21. The result is 1 (inhibitor). (8) The drug is COc1ccc(C2C(C#N)=C(N)OC3=C2C(=O)CC(C)(C)C3)c([N+](=O)[O-])c1OC. The result is 1 (inhibitor).